Dataset: Forward reaction prediction with 1.9M reactions from USPTO patents (1976-2016). Task: Predict the product of the given reaction. (1) Given the reactants [CH2:1]([O:8][C@H:9](C)[C@@H:10]([C:31](OC)=[O:32])[NH:11]C(C1C=CC=CC=1)(C1C=CC=CC=1)C1C=CC=CC=1)[C:2]1[CH:7]=[CH:6][CH:5]=[CH:4][CH:3]=1.[H-].[Al+3].[Li+].[H-].[H-].[H-].[OH-].[Na+].[ClH:44].O1CCOCC1, predict the reaction product. The product is: [ClH:44].[NH2:11][C@@H:10]([CH2:9][O:8][CH2:1][C:2]1[CH:7]=[CH:6][CH:5]=[CH:4][CH:3]=1)[CH2:31][OH:32]. (2) Given the reactants [CH:1]1([CH2:6][O:7][C:8]2[C:13]3[C:14]([O:17][CH2:18][CH:19]4[CH2:24][CH2:23][NH:22][CH2:21][CH2:20]4)=[N:15][O:16][C:12]=3[CH:11]=[CH:10][CH:9]=2)[CH2:5][CH2:4][CH2:3][CH2:2]1.O=[CH:26][CH2:27][C:28]1([C:34]([O:36][CH3:37])=[O:35])[CH2:33][CH2:32][O:31][CH2:30][CH2:29]1.C(C1(C(OC)=O)CCC1)=O, predict the reaction product. The product is: [CH:1]1([CH2:6][O:7][C:8]2[C:13]3[C:14]([O:17][CH2:18][CH:19]4[CH2:20][CH2:21][N:22]([CH2:26][CH2:27][C:28]5([C:34]([O:36][CH3:37])=[O:35])[CH2:29][CH2:30][O:31][CH2:32][CH2:33]5)[CH2:23][CH2:24]4)=[N:15][O:16][C:12]=3[CH:11]=[CH:10][CH:9]=2)[CH2:5][CH2:4][CH2:3][CH2:2]1. (3) Given the reactants Cl[C:2]1[C:3]([C:14]([O:16][CH3:17])=[O:15])=[N:4][C:5]([C:8]2[CH:13]=[CH:12][CH:11]=[CH:10][CH:9]=2)=[CH:6][N:7]=1.[CH3:18][NH2:19].CO, predict the reaction product. The product is: [CH3:18][NH:19][C:2]1[C:3]([C:14]([O:16][CH3:17])=[O:15])=[N:4][C:5]([C:8]2[CH:13]=[CH:12][CH:11]=[CH:10][CH:9]=2)=[CH:6][N:7]=1. (4) Given the reactants FC(F)(F)S(O[C:7]1[CH2:8][CH2:9][N:10]([C:13]([O:15][C:16]([CH3:19])([CH3:18])[CH3:17])=[O:14])[CH2:11][CH:12]=1)(=O)=O.[Br-].[N:23]1[CH:28]=[CH:27][CH:26]=[CH:25][C:24]=1[Zn+], predict the reaction product. The product is: [N:23]1[CH:28]=[CH:27][CH:26]=[CH:25][C:24]=1[C:7]1[CH2:8][CH2:9][N:10]([C:13]([O:15][C:16]([CH3:19])([CH3:18])[CH3:17])=[O:14])[CH2:11][CH:12]=1.